The task is: Predict which catalyst facilitates the given reaction.. This data is from Catalyst prediction with 721,799 reactions and 888 catalyst types from USPTO. (1) Reactant: [Cl:1][C:2]1[C:7]([Cl:8])=[CH:6][CH:5]=[CH:4][C:3]=1[C:9]([N:11]1[CH:16]=[CH:15][C:14]2[N:17]([C:20]3[CH:25]=[CH:24][C:23]([CH3:26])=[CH:22][N:21]=3)[N:18]=[N:19][C:13]=2[CH:12]1[CH3:27])=[O:10].ClC1C(C(F)(F)F)=CC=CC=1C(N1C=CC2N(C3C(C)=CC(C)=CN=3)N=NC=2C1C)=O.C1COCC1. Product: [Cl:1][C:2]1[C:7]([Cl:8])=[CH:6][CH:5]=[CH:4][C:3]=1[C:9]([N:11]1[CH2:16][CH2:15][C:14]2[N:17]([C:20]3[CH:25]=[CH:24][C:23]([CH3:26])=[CH:22][N:21]=3)[N:18]=[N:19][C:13]=2[CH:12]1[CH3:27])=[O:10]. The catalyst class is: 25. (2) Reactant: F[C:2]1[CH:7]=[CH:6][C:5]([N+:8]([O-:10])=[O:9])=[CH:4][C:3]=1[F:11].[CH2:12]([NH:19][CH3:20])[C:13]1[CH:18]=[CH:17][CH:16]=[CH:15][CH:14]=1.C([O-])([O-])=O.[K+].[K+]. Product: [CH2:12]([N:19]([C:2]1[CH:7]=[CH:6][C:5]([N+:8]([O-:10])=[O:9])=[CH:4][C:3]=1[F:11])[CH3:20])[C:13]1[CH:18]=[CH:17][CH:16]=[CH:15][CH:14]=1. The catalyst class is: 3. (3) Reactant: [CH3:1][C:2]1[N:7]=[CH:6][C:5]([C:8]2[CH:9]=[CH:10][C:11]3[N:17]4[CH2:18][C@H:14]([CH2:15][CH2:16]4)[NH:13][C:12]=3[N:19]=2)=[CH:4][CH:3]=1.ClC(Cl)(O[C:24](=[O:30])OC(Cl)(Cl)Cl)Cl.C(N(CC)CC)C.[CH2:39]([C:41]1[N:42]=[CH:43][C:44]([NH2:47])=[N:45][CH:46]=1)[CH3:40]. Product: [CH2:39]([C:41]1[N:42]=[CH:43][C:44]([NH:47][C:24]([N:13]2[C@@H:14]3[CH2:18][N:17]([CH2:16][CH2:15]3)[C:11]3[CH:10]=[CH:9][C:8]([C:5]4[CH:6]=[N:7][C:2]([CH3:1])=[CH:3][CH:4]=4)=[N:19][C:12]2=3)=[O:30])=[N:45][CH:46]=1)[CH3:40]. The catalyst class is: 30. (4) Reactant: [CH3:1][C:2]([CH3:27])([CH3:26])[CH2:3][N:4]1[C:12]2[C:7](=[N:8][C:9]([C:13]3[CH:18]=[C:17]([C:19](O)([CH3:21])[CH3:20])[CH:16]=[CH:15][C:14]=3[CH3:23])=[CH:10][CH:11]=2)[N:6]([CH3:24])[C:5]1=[O:25].[N-:28]=[N+:29]=[N-:30].[Na+].FC(F)(F)C(O)=O. Product: [N:28]([C:19]([C:17]1[CH:16]=[CH:15][C:14]([CH3:23])=[C:13]([C:9]2[N:8]=[C:7]3[N:6]([CH3:24])[C:5](=[O:25])[N:4]([CH2:3][C:2]([CH3:1])([CH3:26])[CH3:27])[C:12]3=[CH:11][CH:10]=2)[CH:18]=1)([CH3:20])[CH3:21])=[N+:29]=[N-:30]. The catalyst class is: 91. (5) Reactant: C([O:3][C:4]([CH:6]1[CH2:11][NH:10][C:9]2[CH:12]=[C:13]([Cl:17])[C:14]([I:16])=[CH:15][C:8]=2[O:7]1)=[O:5])C.[Li+].[OH-]. Product: [Cl:17][C:13]1[C:14]([I:16])=[CH:15][C:8]2[O:7][CH:6]([C:4]([OH:5])=[O:3])[CH2:11][NH:10][C:9]=2[CH:12]=1. The catalyst class is: 20.